This data is from Full USPTO retrosynthesis dataset with 1.9M reactions from patents (1976-2016). The task is: Predict the reactants needed to synthesize the given product. (1) The reactants are: [CH3:1][C:2]1[CH:7]=[CH:6][C:5]([CH2:8][C:9]2[C:10](=[O:18])[NH:11][NH:12][C:13]=2[C:14]([F:17])([F:16])[F:15])=[CH:4][CH:3]=1.[CH3:19][C:20]1[CH:25]=[CH:24][C:23]([CH2:26][C:27]2[C:28]([O:36][C@@H:37]3[O:54][C@H:53]([CH2:55][O:56][C:57](=[O:59])[CH3:58])[C@@H:48]([O:49][C:50](=[O:52])[CH3:51])[C@H:43]([O:44][C:45](=[O:47])[CH3:46])[C@H:38]3[O:39][C:40](=[O:42])[CH3:41])=[N:29][NH:30][C:31]=2[C:32]([F:35])([F:34])[F:33])=[CH:22][CH:21]=1. Given the product [CH3:19][C:20]1[CH:25]=[CH:24][C:23]([CH2:26][C:27]2[C:28]([O:36][C@@H:37]3[O:54][C@H:53]([CH2:55][O:56][C:57](=[O:59])[CH3:58])[C@@H:48]([O:49][C:50](=[O:52])[CH3:51])[C@H:43]([O:44][C:45](=[O:47])[CH3:46])[C@H:38]3[O:39][C:40](=[O:42])[CH3:41])=[N:29][NH:30][C:31]=2[C:32]([F:35])([F:34])[F:33])=[CH:22][CH:21]=1.[C@@H:37]1([O:18][C:10]2[C:9]([CH2:8][C:5]3[CH:4]=[CH:3][C:2]([CH3:1])=[CH:7][CH:6]=3)=[C:13]([C:14]([F:17])([F:16])[F:15])[NH:12][N:11]=2)[O:54][C@H:53]([CH2:55][OH:56])[C@@H:48]([OH:49])[C@H:43]([OH:44])[C@H:38]1[OH:39], predict the reactants needed to synthesize it. (2) Given the product [CH2:17]([O:1][C:2]1[CH:10]=[C:9]2[C:5]([CH:6]=[CH:7][NH:8]2)=[CH:4][CH:3]=1)[CH3:18], predict the reactants needed to synthesize it. The reactants are: [OH:1][C:2]1[CH:10]=[C:9]2[C:5]([CH:6]=[CH:7][NH:8]2)=[CH:4][CH:3]=1.C(=O)([O-])[O-].[K+].[K+].[C:17](#N)[CH3:18].ICC. (3) Given the product [ClH:32].[CH:1]1([CH2:4][NH:5][C@@H:13]2[CH2:15][C@H:14]2[C:16]2[CH:21]=[CH:20][C:19]([F:22])=[C:18]([CH:17]=2)[C:23]([NH:24][CH:25]2[CH2:28][C:27]([F:30])([F:29])[CH2:26]2)=[O:31])[CH2:3][CH2:2]1, predict the reactants needed to synthesize it. The reactants are: [CH:1]1([CH2:4][N:5]([C@@H:13]2[CH2:15][C@H:14]2[C:16]2[CH:21]=[CH:20][C:19]([F:22])=[C:18]([C:23](=[O:31])[NH:24][CH:25]3[CH2:28][C:27]([F:30])([F:29])[CH2:26]3)[CH:17]=2)C(=O)OC(C)(C)C)[CH2:3][CH2:2]1.[ClH:32].CO. (4) Given the product [CH3:12][O:13][C:14]([C@H:16]1[CH2:21][CH2:20][C@H:19]([O:11][C:9]2[CH:8]=[CH:7][CH:6]=[C:5]([N:1]3[CH2:4][CH2:3][CH2:2]3)[N:10]=2)[CH2:18][CH2:17]1)=[O:15], predict the reactants needed to synthesize it. The reactants are: [N:1]1([C:5]2[N:10]=[C:9]([OH:11])[CH:8]=[CH:7][CH:6]=2)[CH2:4][CH2:3][CH2:2]1.[CH3:12][O:13][C:14]([C@H:16]1[CH2:21][CH2:20][C@@H:19](OS(C)(=O)=O)[CH2:18][CH2:17]1)=[O:15]. (5) Given the product [C:22]1([S:55]([OH:58])(=[O:57])=[O:56])[C:23]2[C:24](=[CH:25][CH:26]=[CH:27][CH:28]=2)[CH:33]=[CH:34][CH:29]=1.[C:22]1([S:55]([OH:58])(=[O:57])=[O:56])[C:23]2[C:24](=[CH:25][CH:26]=[CH:27][CH:28]=2)[CH:33]=[CH:34][CH:29]=1.[CH:1]([O:4][C:5]([C:7]1[CH:8]([C:35]2[CH:40]=[CH:39][CH:38]=[C:37]([N+:41]([O-:43])=[O:42])[CH:36]=2)[C:9]([C:15]([O:17][CH:18]2[CH2:19][N:20]([CH:22]([C:29]3[CH:34]=[CH:33][CH:32]=[CH:31][CH:30]=3)[C:23]3[CH:28]=[CH:27][CH:26]=[CH:25][CH:24]=3)[CH2:21]2)=[O:16])=[C:10]([NH2:14])[NH:11][C:12]=1[CH3:13])=[O:6])([CH3:3])[CH3:2], predict the reactants needed to synthesize it. The reactants are: [CH:1]([O:4][C:5]([C:7]1[CH:8]([C:35]2[CH:40]=[CH:39][CH:38]=[C:37]([N+:41]([O-:43])=[O:42])[CH:36]=2)[C:9]([C:15]([O:17][CH:18]2[CH2:21][N:20]([CH:22]([C:29]3[CH:34]=[CH:33][CH:32]=[CH:31][CH:30]=3)[C:23]3[CH:28]=[CH:27][CH:26]=[CH:25][CH:24]=3)[CH2:19]2)=[O:16])=[C:10]([NH2:14])[NH:11][C:12]=1[CH3:13])=[O:6])([CH3:3])[CH3:2].O.C1C2C(=CC=CC=2)C=CC=1[S:55]([OH:58])(=[O:57])=[O:56].